This data is from Forward reaction prediction with 1.9M reactions from USPTO patents (1976-2016). The task is: Predict the product of the given reaction. (1) Given the reactants [CH3:1][O:2]/[CH:3]=[CH:4]/[C:5]1[CH:6]=[C:7]([NH:14][C:15](=[O:21])[O:16][C:17]([CH3:20])([CH3:19])[CH3:18])[C:8]2[O:12][CH2:11][O:10][C:9]=2[CH:13]=1, predict the reaction product. The product is: [CH3:1][O:2][CH2:3][CH2:4][C:5]1[CH:6]=[C:7]([NH:14][C:15](=[O:21])[O:16][C:17]([CH3:19])([CH3:18])[CH3:20])[C:8]2[O:12][CH2:11][O:10][C:9]=2[CH:13]=1. (2) The product is: [CH2:1]([C:3]1[CH:8]=[CH:7][C:6]([C:9](=[O:12])[CH:10]=[CH2:11])=[CH:5][CH:4]=1)[CH3:2]. Given the reactants [CH2:1]([C:3]1[CH:8]=[CH:7][CH:6]=[CH:5][CH:4]=1)[CH3:2].[C:9](Cl)(=[O:12])[CH:10]=[CH2:11].[Cl-].[Al+3].[Cl-].[Cl-], predict the reaction product. (3) The product is: [NH2:6][CH2:4][C@@H:2]([NH:1][C:7](=[O:8])[O:9][C:10]([CH3:13])([CH3:12])[CH3:11])[CH3:3]. Given the reactants [NH:1]([C:7]([O:9][C:10]([CH3:13])([CH3:12])[CH3:11])=[O:8])[C@H:2]([C:4]([NH2:6])=O)[CH3:3], predict the reaction product. (4) Given the reactants [CH2:1]([C@H:5]([NH:23][C:24](=[O:38])[NH:25][C@H:26]([C:32]1[CH:37]=[CH:36][CH:35]=[CH:34][CH:33]=1)[CH2:27][C:28]([O:30][CH3:31])=[O:29])[CH2:6][O:7][C:8](=[O:22])[N:9]([CH2:16][C:17]1[S:18][CH:19]=[CH:20][CH:21]=1)[CH2:10][C:11]1[S:12][CH:13]=[CH:14][CH:15]=1)[CH2:2][CH2:3][CH3:4].C[O:40][C:41](=[O:60])CN(C(=O)N(CC1SC=CC=1)CC1SC=CC=1)C.Cl.COC(=O)CNC.S1C=CC=C1CN(CC1SC=CC=1)C(=O)[C@@H](NC(N[C@H](C1C=CC=CC=1)C(OC)=O)=O)CCCC.Cl.COC(=O)[C@@H](C1C=CC=CC=1)N, predict the reaction product. The product is: [O:40]1[C:35]2[CH:34]=[CH:33][C:32]([C@H:26]([CH2:27][C:28]([O:30][CH3:31])=[O:29])[NH:25][C:24](=[O:38])[NH:23][C@@H:5]([CH2:1][CH2:2][CH2:3][CH3:4])[CH2:6][O:7][C:8](=[O:22])[N:9]([CH2:16][C:17]3[S:18][CH:19]=[CH:20][CH:21]=3)[CH2:10][C:11]3[S:12][CH:13]=[CH:14][CH:15]=3)=[CH:37][C:36]=2[O:60][CH2:41]1.